Dataset: Catalyst prediction with 721,799 reactions and 888 catalyst types from USPTO. Task: Predict which catalyst facilitates the given reaction. (1) Reactant: [CH3:1][O:2][C:3](=[O:15])[C:4]1[C:9]([N+:10]([O-:12])=[O:11])=[CH:8][CH:7]=[C:6]([F:13])[C:5]=1[CH3:14].[Br:16]N1C(=O)CCC1=O.N(C(C)(C)C#N)=NC(C)(C)C#N. Product: [CH3:1][O:2][C:3](=[O:15])[C:4]1[C:9]([N+:10]([O-:12])=[O:11])=[CH:8][CH:7]=[C:6]([F:13])[C:5]=1[CH2:14][Br:16]. The catalyst class is: 53. (2) The catalyst class is: 22. Reactant: [CH3:1][C:2]1[C:15]2[NH:14][C:13]3[C:8](=[CH:9][CH:10]=[CH:11][C:12]=3[CH3:16])[S:7][C:6]=2[CH:5]=[CH:4][CH:3]=1.[I:17]I. Product: [I-:17].[CH3:16][C:12]1[C:13]2[C:8](=[S+:7][C:6]3[C:15]([N:14]=2)=[C:2]([CH3:1])[CH:3]=[CH:4][CH:5]=3)[CH:9]=[CH:10][CH:11]=1.